This data is from Reaction yield outcomes from USPTO patents with 853,638 reactions. The task is: Predict the reaction yield, written as a fraction of the theoretical maximum amount of product (1.0 means a 100% yield; for example, 0.34 means a 34% yield). (1) The reactants are [NH2:1][C:2]1[CH:10]=[CH:9][C:8]([Br:11])=[CH:7][C:3]=1[C:4]([NH2:6])=[O:5].[Si:12]([O:19][CH2:20][CH2:21][O:22][C:23]1[CH:30]=[CH:29][C:26]([CH:27]=O)=[CH:25][C:24]=1[CH3:31])([C:15]([CH3:18])([CH3:17])[CH3:16])([CH3:14])[CH3:13].OS([O-])=O.[Na+].[CH3:37]C1C=CC(S(O)(=O)=O)=CC=1.O. The catalyst is CC(N(C)C)=O.O. The product is [Br:11][C:8]1[CH:7]=[C:3]2[C:2](=[CH:10][CH:9]=1)[N:1]=[C:27]([C:26]1[CH:25]=[C:24]([CH3:31])[C:23]([O:22][CH2:21][CH2:20][OH:19])=[C:30]([CH3:37])[CH:29]=1)[NH:6][C:4]2=[O:5].[Br:11][C:8]1[CH:7]=[C:3]2[C:2](=[CH:10][CH:9]=1)[N:1]=[C:27]([C:26]1[CH:29]=[C:30]([CH3:37])[C:23]([O:22][CH2:21][CH2:20][O:19][Si:12]([C:15]([CH3:18])([CH3:17])[CH3:16])([CH3:14])[CH3:13])=[C:24]([CH3:31])[CH:25]=1)[NH:6][C:4]2=[O:5]. The yield is 0.220. (2) The reactants are [Br:1][C:2]1[CH:7]=[CH:6][C:5]([Cl:8])=[C:4]([C:9]([CH3:11])=[CH2:10])[CH:3]=1. The catalyst is C1(C)C=CC=CC=1.O=[Pt]=O. The product is [Br:1][C:2]1[CH:7]=[CH:6][C:5]([Cl:8])=[C:4]([CH:9]([CH3:11])[CH3:10])[CH:3]=1. The yield is 0.720.